From a dataset of Full USPTO retrosynthesis dataset with 1.9M reactions from patents (1976-2016). Predict the reactants needed to synthesize the given product. (1) Given the product [CH2:4]([C@H:11]1[CH2:15][O:14][C:13](=[O:16])[N:12]1[C:17](=[O:32])[CH2:18][C@H:19]([C:24]1[CH:29]=[C:28]([F:30])[CH:27]=[C:26]([F:31])[CH:25]=1)[C:20]([F:22])([F:23])[F:21])[C:5]1[CH:10]=[CH:9][CH:8]=[CH:7][CH:6]=1, predict the reactants needed to synthesize it. The reactants are: [Mg+2].[Br-].[Br-].[CH2:4]([C@H:11]1[CH2:15][O:14][C:13](=[O:16])[N:12]1[C:17](=[O:32])[CH:18]=[C:19]([C:24]1[CH:29]=[C:28]([F:30])[CH:27]=[C:26]([F:31])[CH:25]=1)[C:20]([F:23])([F:22])[F:21])[C:5]1[CH:10]=[CH:9][CH:8]=[CH:7][CH:6]=1.[H][H]. (2) Given the product [Cl-:12].[CH3:9][O:10][CH2:11][N+:4]1([CH:1]([CH3:3])[CH3:2])[CH2:8][CH2:7][CH2:6][CH2:5]1, predict the reactants needed to synthesize it. The reactants are: [CH:1]([N:4]1[CH2:8][CH2:7][CH2:6][CH2:5]1)([CH3:3])[CH3:2].[CH3:9][O:10][CH2:11][Cl:12]. (3) Given the product [C:12]([O:15][C:16]([NH:1][C:2]1[CH:6]=[CH:5][S:4][C:3]=1[C:7]([OH:9])=[O:8])=[O:17])([CH3:14])([CH3:13])[CH3:11], predict the reactants needed to synthesize it. The reactants are: [NH2:1][C:2]1[CH:6]=[CH:5][S:4][C:3]=1[C:7]([O:9]C)=[O:8].[CH3:11][C:12]([O:15][C:16](O[C:16]([O:15][C:12]([CH3:14])([CH3:13])[CH3:11])=[O:17])=[O:17])([CH3:14])[CH3:13]. (4) Given the product [CH:13]([O:12][C:1](=[O:11])[C:2]1[C:3](=[CH:7][CH:8]=[CH:9][CH:10]=1)[C:4]([O-:6])=[O:5])([CH3:15])[CH3:14].[K+:17], predict the reactants needed to synthesize it. The reactants are: [C:1]([O:12][CH:13]([CH3:15])[CH3:14])(=[O:11])[C:2]1[C:3](=[CH:7][CH:8]=[CH:9][CH:10]=1)[C:4]([O-:6])=[O:5].[OH-].[K+:17]. (5) Given the product [N:1]([CH2:4][CH2:5][O:6][CH2:7][CH2:8][O:9][CH2:10][CH2:11][O:12][CH2:13][CH2:14][O:15][CH2:16][CH2:17][O:18][CH2:19][CH2:20][O:21][CH2:22][CH2:23][O:24][CH2:25][CH2:26][F:34])=[N+:2]=[N-:3], predict the reactants needed to synthesize it. The reactants are: [N:1]([CH2:4][CH2:5][O:6][CH2:7][CH2:8][O:9][CH2:10][CH2:11][O:12][CH2:13][CH2:14][O:15][CH2:16][CH2:17][O:18][CH2:19][CH2:20][O:21][CH2:22][CH2:23][O:24][CH2:25][CH2:26]O)=[N+:2]=[N-:3].CCN(S(F)(F)[F:34])CC. (6) The reactants are: [CH:1]1[C:6]2[CH2:7][CH2:8][CH2:9][CH2:10][C:11](=[O:12])[C:5]=2[CH:4]=[CH:3][CH:2]=1.S(=O)(=O)(O)O.[N+:18]([O-])([OH:20])=[O:19]. Given the product [N+:18]([C:1]1[C:6]2[CH2:7][CH2:8][CH2:9][CH2:10][C:11](=[O:12])[C:5]=2[CH:4]=[CH:3][CH:2]=1)([O-:20])=[O:19], predict the reactants needed to synthesize it. (7) Given the product [ClH:21].[CH:15]1[CH:14]=[N:13][N:10]2[CH:11]=[CH:12][C:7]3[CH2:6][CH2:5][CH:4]([CH2:3][CH2:2][NH2:1])[C:8]=3[C:9]=12, predict the reactants needed to synthesize it. The reactants are: [NH2:1][CH2:2][CH2:3][CH:4]1[C:8]2[C:9]3[N:10]([N:13]=[CH:14][C:15]=3C(OCC)=O)[CH:11]=[CH:12][C:7]=2[CH2:6][CH2:5]1.[ClH:21].